Dataset: Catalyst prediction with 721,799 reactions and 888 catalyst types from USPTO. Task: Predict which catalyst facilitates the given reaction. Reactant: [NH2:1][C@H:2]1[C:11]2[C:6](=[CH:7][CH:8]=[CH:9][CH:10]=2)[N:5]([C:12](=[O:14])[CH3:13])[C@@H:4]([CH:15]2[CH2:17][CH2:16]2)[C@@H:3]1[CH3:18].Br[C:20]1[CH:25]=[CH:24][C:23]([Cl:26])=[CH:22][N:21]=1.CN(C1C(C2C(P(C3CCCCC3)C3CCCCC3)=CC=CC=2)=CC=CC=1)C.CC(C)([O-])C.[Na+]. The catalyst class is: 62. Product: [Cl:26][C:23]1[CH:24]=[CH:25][C:20]([NH:1][C@H:2]2[C:11]3[C:6](=[CH:7][CH:8]=[CH:9][CH:10]=3)[N:5]([C:12](=[O:14])[CH3:13])[C@@H:4]([CH:15]3[CH2:17][CH2:16]3)[C@@H:3]2[CH3:18])=[N:21][CH:22]=1.